Dataset: Full USPTO retrosynthesis dataset with 1.9M reactions from patents (1976-2016). Task: Predict the reactants needed to synthesize the given product. (1) Given the product [Cl:14][C:10]1[CH:9]=[C:8]([C:5]2[CH:6]=[CH:7][C:2]3[NH:1][C:27](=[O:33])[O:26][CH:24]([C:2]4[CH:7]=[CH:6][CH:5]=[CH:4][CH:3]=4)[C:3]=3[CH:4]=2)[CH:13]=[CH:12][CH:11]=1, predict the reactants needed to synthesize it. The reactants are: [NH2:1][C:2]1[CH:7]=[CH:6][C:5]([C:8]2[CH:13]=[CH:12][CH:11]=[C:10]([Cl:14])[CH:9]=2)=[CH:4][C:3]=1C1(C=CC=CC1)CO.Cl[C:24](Cl)([O:26][C:27](=[O:33])OC(Cl)(Cl)Cl)Cl. (2) Given the product [S:1]1[CH:5]=[CH:4][CH:3]=[C:2]1[C:6]1[N:13]2[C:9](=[CH:8][C:7]=1[C:17]1[CH:22]=[CH:21][N:20]=[CH:19][CH:18]=1)[CH2:10][CH2:11][CH2:12]2, predict the reactants needed to synthesize it. The reactants are: [S:1]1[CH:5]=[CH:4][CH:3]=[C:2]1[C:6]1[N:13]2[C:9]([CH2:10][CH2:11][CH2:12]2)=[C:8](C(O)=O)[C:7]=1[C:17]1[CH:22]=[CH:21][N:20]=[CH:19][CH:18]=1.C(=O)=O. (3) Given the product [CH3:45][NH:46][CH:18]1[CH2:19][CH2:20][N:15]([C:13]2[N:14]=[C:9]([N:3]3[CH2:4][CH:5]4[O:8][CH:1]([CH2:7][CH2:6]4)[CH2:2]3)[N:10]=[C:11]([C:22]3[CH:23]=[CH:24][C:25]([NH:28][C:29]([NH:31][C:32]4[CH:33]=[CH:34][N:35]=[CH:36][CH:37]=4)=[O:30])=[CH:26][CH:27]=3)[N:12]=2)[CH2:16][CH2:17]1, predict the reactants needed to synthesize it. The reactants are: [CH:1]12[O:8][CH:5]([CH2:6][CH2:7]1)[CH2:4][N:3]([C:9]1[N:14]=[C:13]([N:15]3[CH2:20][CH2:19][C:18](=O)[CH2:17][CH2:16]3)[N:12]=[C:11]([C:22]3[CH:27]=[CH:26][C:25]([NH:28][C:29]([NH:31][C:32]4[CH:37]=[CH:36][N:35]=[CH:34][CH:33]=4)=[O:30])=[CH:24][CH:23]=3)[N:10]=1)[CH2:2]2.C(O)(C(F)(F)F)=O.[CH3:45][NH2:46].C(O)(=O)C.C(O[BH-](OC(=O)C)OC(=O)C)(=O)C.[Na+]. (4) Given the product [NH2:29][C:28]1[C:13]2[N:14]=[C:15]([CH2:26][CH3:27])[N:16]([CH2:17][CH2:18][CH2:19][CH2:20][NH:21][S:22]([CH3:25])(=[O:24])=[O:23])[C:12]=2[C:7]2[CH:8]=[CH:9][CH:10]=[CH:11][C:6]=2[N:5]=1, predict the reactants needed to synthesize it. The reactants are: C(Cl)(=O)C.[NH2:5][C:6]1[CH:11]=[CH:10][CH:9]=[CH:8][C:7]=1[C:12]1[N:16]([CH2:17][CH2:18][CH2:19][CH2:20][NH:21][S:22]([CH3:25])(=[O:24])=[O:23])[C:15]([CH2:26][CH3:27])=[N:14][C:13]=1[C:28]#[N:29].